From a dataset of Full USPTO retrosynthesis dataset with 1.9M reactions from patents (1976-2016). Predict the reactants needed to synthesize the given product. (1) Given the product [N:17]([CH2:2][C:3](=[O:16])[C:4]([C:7]1[CH:8]=[CH:9][C:10]([F:15])=[C:11]([CH:14]=1)[C:12]#[N:13])([CH3:6])[CH3:5])=[N+:18]=[N-:19], predict the reactants needed to synthesize it. The reactants are: Br[CH2:2][C:3](=[O:16])[C:4]([C:7]1[CH:8]=[CH:9][C:10]([F:15])=[C:11]([CH:14]=1)[C:12]#[N:13])([CH3:6])[CH3:5].[N-:17]=[N+:18]=[N-:19].[Na+]. (2) Given the product [C:45]([O:44][C:42]([N:39]1[CH2:38][CH2:37][CH:36]([CH2:35][CH2:34][C:33]([N:29]2[CH2:30][CH2:31][CH2:32][C@@H:27]([C:25]([NH:24][CH:18]([C:4]3[CH:5]=[C:6]([C:8]4[CH:9]=[CH:10][C:11]([O:14][CH2:15][CH2:16][F:17])=[CH:12][CH:13]=4)[CH:7]=[C:2]([F:1])[CH:3]=3)[CH2:19][C:20]([OH:22])=[O:21])=[O:26])[CH2:28]2)=[O:49])[CH2:41][CH2:40]1)=[O:43])([CH3:48])([CH3:47])[CH3:46], predict the reactants needed to synthesize it. The reactants are: [F:1][C:2]1[CH:3]=[C:4]([CH:18]([NH:24][C:25]([C@@H:27]2[CH2:32][CH2:31][CH2:30][N:29]([C:33](=[O:49])[CH2:34][CH2:35][CH:36]3[CH2:41][CH2:40][N:39]([C:42]([O:44][C:45]([CH3:48])([CH3:47])[CH3:46])=[O:43])[CH2:38][CH2:37]3)[CH2:28]2)=[O:26])[CH2:19][C:20]([O:22]C)=[O:21])[CH:5]=[C:6]([C:8]2[CH:13]=[CH:12][C:11]([O:14][CH2:15][CH2:16][F:17])=[CH:10][CH:9]=2)[CH:7]=1.[OH-].[Na+]. (3) Given the product [Cl:15][C:16]1[CH:21]=[CH:20][C:19]([CH2:12][C:3]2[C:2]([O:1][CH3:24])=[CH:11][C:10]3[C:5](=[CH:6][CH:7]=[CH:8][CH:9]=3)[CH:4]=2)=[CH:18][CH:17]=1, predict the reactants needed to synthesize it. The reactants are: [OH:1][C:2]1[C:3]([C:12](O)=O)=[CH:4][C:5]2[C:10]([CH:11]=1)=[CH:9][CH:8]=[CH:7][CH:6]=2.[Cl:15][C:16]1[CH:21]=[CH:20][C:19](Br)=[CH:18][CH:17]=1.Br[C:24]1C=CC=CC=1. (4) Given the product [CH3:1][O:2][C:3](=[O:31])[C:4]1[CH:9]=[C:8]([O:10][C:11]2[CH:16]=[CH:15][C:14]([NH:17][S:32]([C:35]3[CH:41]=[CH:40][C:38]([CH3:39])=[CH:37][CH:36]=3)(=[O:34])=[O:33])=[C:13]([O:18][CH3:19])[CH:12]=2)[CH:7]=[CH:6][C:5]=1[NH:20][S:21]([C:24]1[CH:25]=[CH:26][C:27]([CH3:30])=[CH:28][CH:29]=1)(=[O:23])=[O:22], predict the reactants needed to synthesize it. The reactants are: [CH3:1][O:2][C:3](=[O:31])[C:4]1[CH:9]=[C:8]([O:10][C:11]2[CH:16]=[CH:15][C:14]([NH2:17])=[C:13]([O:18][CH3:19])[CH:12]=2)[CH:7]=[CH:6][C:5]=1[NH:20][S:21]([C:24]1[CH:29]=[CH:28][C:27]([CH3:30])=[CH:26][CH:25]=1)(=[O:23])=[O:22].[S:32](Cl)([C:35]1[CH:41]=[CH:40][C:38]([CH3:39])=[CH:37][CH:36]=1)(=[O:34])=[O:33].N1C=CC=CC=1. (5) The reactants are: [N:1]([C:4]1[C:13]([S:14][CH2:15][C:16]2[CH:21]=[CH:20][C:19]([O:22][CH3:23])=[CH:18][CH:17]=2)=[CH:12][C:7]([C:8]([O:10][CH3:11])=[O:9])=[C:6]([NH:24][C:25]2[CH:30]=[CH:29][CH:28]=[CH:27][C:26]=2[F:31])[C:5]=1[F:32])=[N+]=[N-]. Given the product [NH2:1][C:4]1[C:13]([S:14][CH2:15][C:16]2[CH:17]=[CH:18][C:19]([O:22][CH3:23])=[CH:20][CH:21]=2)=[CH:12][C:7]([C:8]([O:10][CH3:11])=[O:9])=[C:6]([NH:24][C:25]2[CH:30]=[CH:29][CH:28]=[CH:27][C:26]=2[F:31])[C:5]=1[F:32], predict the reactants needed to synthesize it.